Dataset: NCI-60 drug combinations with 297,098 pairs across 59 cell lines. Task: Regression. Given two drug SMILES strings and cell line genomic features, predict the synergy score measuring deviation from expected non-interaction effect. (1) Drug 1: C1CCC(C1)C(CC#N)N2C=C(C=N2)C3=C4C=CNC4=NC=N3. Drug 2: C1=NC2=C(N1)C(=S)N=CN2. Cell line: UACC-257. Synergy scores: CSS=3.56, Synergy_ZIP=-4.74, Synergy_Bliss=-9.14, Synergy_Loewe=-28.0, Synergy_HSA=-11.5. (2) Drug 1: CCC1=CC2CC(C3=C(CN(C2)C1)C4=CC=CC=C4N3)(C5=C(C=C6C(=C5)C78CCN9C7C(C=CC9)(C(C(C8N6C)(C(=O)OC)O)OC(=O)C)CC)OC)C(=O)OC. Drug 2: CS(=O)(=O)CCNCC1=CC=C(O1)C2=CC3=C(C=C2)N=CN=C3NC4=CC(=C(C=C4)OCC5=CC(=CC=C5)F)Cl. Cell line: HT29. Synergy scores: CSS=79.7, Synergy_ZIP=3.64, Synergy_Bliss=2.56, Synergy_Loewe=0.514, Synergy_HSA=4.01. (3) Drug 1: COC1=C(C=C2C(=C1)N=CN=C2NC3=CC(=C(C=C3)F)Cl)OCCCN4CCOCC4. Drug 2: C1=CC(=CC=C1C#N)C(C2=CC=C(C=C2)C#N)N3C=NC=N3. Cell line: SNB-19. Synergy scores: CSS=8.84, Synergy_ZIP=-1.70, Synergy_Bliss=2.84, Synergy_Loewe=2.21, Synergy_HSA=3.36. (4) Drug 1: C1CN(CCN1C(=O)CCBr)C(=O)CCBr. Drug 2: CCC1(C2=C(COC1=O)C(=O)N3CC4=CC5=C(C=CC(=C5CN(C)C)O)N=C4C3=C2)O.Cl. Cell line: T-47D. Synergy scores: CSS=18.0, Synergy_ZIP=-2.71, Synergy_Bliss=-0.638, Synergy_Loewe=-14.3, Synergy_HSA=-1.76.